This data is from Reaction yield outcomes from USPTO patents with 853,638 reactions. The task is: Predict the reaction yield, written as a fraction of the theoretical maximum amount of product (1.0 means a 100% yield; for example, 0.34 means a 34% yield). The reactants are [OH:1][CH2:2][C:3]([C:6]1[CH:10]=[C:9]([NH:11][C:12](=[O:26])[C:13]([CH3:25])([S:15]([CH2:18][CH:19]2[CH2:24][CH2:23][O:22][CH2:21][CH2:20]2)(=[O:17])=[O:16])[CH3:14])[O:8][N:7]=1)([CH3:5])[CH3:4].[H-].[Na+].[CH3:29]I. The catalyst is C1COCC1. The product is [CH3:29][O:1][CH2:2][C:3]([C:6]1[CH:10]=[C:9]([NH:11][C:12](=[O:26])[C:13]([CH3:14])([S:15]([CH2:18][CH:19]2[CH2:24][CH2:23][O:22][CH2:21][CH2:20]2)(=[O:17])=[O:16])[CH3:25])[O:8][N:7]=1)([CH3:5])[CH3:4]. The yield is 0.280.